This data is from Reaction yield outcomes from USPTO patents with 853,638 reactions. The task is: Predict the reaction yield, written as a fraction of the theoretical maximum amount of product (1.0 means a 100% yield; for example, 0.34 means a 34% yield). (1) The reactants are Br[C:2]1[CH:7]=[CH:6][C:5]([S:8]([NH:11][C@@H:12]([CH3:15])[CH2:13][OH:14])(=[O:10])=[O:9])=[CH:4][CH:3]=1.[F:16][C:17]([F:31])([F:30])[C:18]1[NH:29][C:21]2=[N:22][CH:23]=[CH:24][C:25](B(O)O)=[C:20]2[CH:19]=1.P([O-])([O-])([O-])=O.[K+].[K+].[K+]. The catalyst is O1CCOCC1.O.C(Cl)Cl.Cl[Pd-](P(C1CC2CC1CC2)C1CC2CC1CC2)C1C=CC=CC=1C1C=CC=CC=1N(C)C. The product is [OH:14][CH2:13][C@@H:12]([NH:11][S:8]([C:5]1[CH:6]=[CH:7][C:2]([C:25]2[CH:24]=[CH:23][N:22]=[C:21]3[NH:29][C:18]([C:17]([F:30])([F:31])[F:16])=[CH:19][C:20]=23)=[CH:3][CH:4]=1)(=[O:10])=[O:9])[CH3:15]. The yield is 0.440. (2) The reactants are [CH2:1]([O:8][C:9]([N:11]1[CH2:15][C:14](=[O:16])[CH2:13][N:12]1[C:17](=[O:26])[CH2:18][C:19]1[CH:24]=[CH:23][C:22]([F:25])=[CH:21][CH:20]=1)=[O:10])[C:2]1[CH:7]=[CH:6][CH:5]=[CH:4][CH:3]=1.CCOCC. The catalyst is C1COCC1. The product is [CH2:1]([O:8][C:9]([N:11]1[CH2:15][CH:14]([OH:16])[CH2:13][N:12]1[C:17](=[O:26])[CH2:18][C:19]1[CH:24]=[CH:23][C:22]([F:25])=[CH:21][CH:20]=1)=[O:10])[C:2]1[CH:7]=[CH:6][CH:5]=[CH:4][CH:3]=1. The yield is 0.730. (3) The reactants are C(O)(C(F)(F)F)=O.[Cl:8][C:9]1[CH:14]=[CH:13][CH:12]=[CH:11][C:10]=1[C:15]1[O:19][C:18]([C:20]2[CH:25]=[CH:24][C:23]([NH:26][C:27](=[O:29])[CH3:28])=[CH:22][CH:21]=2)=[N:17][C:16]=1[C:30]1[N:34](COCC[Si](C)(C)C)[CH:33]=[N:32][N:31]=1. The catalyst is C(Cl)Cl. The product is [Cl:8][C:9]1[CH:14]=[CH:13][CH:12]=[CH:11][C:10]=1[C:15]1[O:19][C:18]([C:20]2[CH:21]=[CH:22][C:23]([NH:26][C:27](=[O:29])[CH3:28])=[CH:24][CH:25]=2)=[N:17][C:16]=1[C:30]1[N:34]=[CH:33][NH:32][N:31]=1. The yield is 0.320. (4) The reactants are [NH2:1][C:2]1[CH:3]=[C:4]2[C:20](=[O:21])[NH:19][N:18]=[CH:17][C:6]3=[C:7]([C:11]4[CH:16]=[CH:15][CH:14]=[CH:13][CH:12]=4)[NH:8][C:9]([CH:10]=1)=[C:5]23.[C:22]([N:25]1[CH2:30][CH2:29][CH:28]([C:31](O)=[O:32])[CH2:27][CH2:26]1)(=[O:24])[CH3:23].C(N(CC)CC)C.F[P-](F)(F)(F)(F)F.N1(OC(N(C)C)=[N+](C)C)C2N=CC=CC=2N=N1. The catalyst is CN(C)C=O.C(Cl)Cl.CO. The product is [C:22]([N:25]1[CH2:26][CH2:27][CH:28]([C:31]([NH:1][C:2]2[CH:3]=[C:4]3[C:20](=[O:21])[NH:19][N:18]=[CH:17][C:6]4=[C:7]([C:11]5[CH:12]=[CH:13][CH:14]=[CH:15][CH:16]=5)[NH:8][C:9]([CH:10]=2)=[C:5]34)=[O:32])[CH2:29][CH2:30]1)(=[O:24])[CH3:23]. The yield is 0.250. (5) The reactants are [F:1][C:2]1([F:56])[CH2:7][CH2:6][CH:5]([C:8]2[C:17]3[CH:16]([O:18][CH2:19][C:20]4[CH:25]=[CH:24][C:23]([O:26][CH3:27])=[CH:22][CH:21]=4)[CH2:15][C:14]([CH3:29])([CH3:28])[CH2:13][C:12]=3[N:11]=[C:10]([CH:30]3[CH2:35][CH2:34][N:33]([C:36]4[N:41]=[CH:40][C:39]([CH:42]=[O:43])=[CH:38][N:37]=4)[CH2:32][CH2:31]3)[C:9]=2[CH:44]([F:55])[C:45]2[CH:50]=[CH:49][C:48]([C:51]([F:54])([F:53])[F:52])=[CH:47][CH:46]=2)[CH2:4][CH2:3]1.[CH2:57]([Mg]Br)[CH:58]([CH3:60])[CH3:59].O1CCCC1.[Cl-].[NH4+]. The catalyst is O1CCCC1. The product is [F:56][C:2]1([F:1])[CH2:7][CH2:6][CH:5]([C:8]2[C:17]3[CH:16]([O:18][CH2:19][C:20]4[CH:21]=[CH:22][C:23]([O:26][CH3:27])=[CH:24][CH:25]=4)[CH2:15][C:14]([CH3:28])([CH3:29])[CH2:13][C:12]=3[N:11]=[C:10]([CH:30]3[CH2:31][CH2:32][N:33]([C:36]4[N:41]=[CH:40][C:39]([CH:42]([OH:43])[CH2:57][CH:58]([CH3:60])[CH3:59])=[CH:38][N:37]=4)[CH2:34][CH2:35]3)[C:9]=2[CH:44]([F:55])[C:45]2[CH:46]=[CH:47][C:48]([C:51]([F:53])([F:52])[F:54])=[CH:49][CH:50]=2)[CH2:4][CH2:3]1. The yield is 1.00. (6) The reactants are [C:1](N)(=[O:3])[CH3:2].C=O.O.[NH:8]([CH2:13][C:14]([OH:16])=[O:15])[CH2:9][C:10]([OH:12])=[O:11].C(NCC(O)=O)(=O)C.CN(CC(O)=O)CC(O)=O. The catalyst is COCCOC. The product is [C:1]([N:8]([CH2:13][C:14]([OH:16])=[O:15])[CH2:9][C:10]([OH:12])=[O:11])(=[O:3])[CH3:2]. The yield is 0.950. (7) The reactants are [O:1]([CH2:8][C:9]1[N:10]=[C:11]([NH:14]C(=O)C)[S:12][CH:13]=1)[C:2]1[CH:7]=[CH:6][CH:5]=[CH:4][CH:3]=1.Cl. The catalyst is C1COCC1. The product is [O:1]([CH2:8][C:9]1[N:10]=[C:11]([NH2:14])[S:12][CH:13]=1)[C:2]1[CH:7]=[CH:6][CH:5]=[CH:4][CH:3]=1. The yield is 0.900. (8) The reactants are [CH3:1][C:2]([N:7]1[CH:11]=[C:10]([C:12]2[CH:17]=[CH:16][N:15]=[C:14]3[NH:18][CH:19]=[CH:20][C:13]=23)[CH:9]=[N:8]1)([CH3:6])[C:3](O)=[O:4].C1N=C[N:23](C(N2C=NC=C2)=O)C=1.[NH4+].[Cl-]. The catalyst is CN(C=O)C. The product is [CH3:1][C:2]([N:7]1[CH:11]=[C:10]([C:12]2[CH:17]=[CH:16][N:15]=[C:14]3[NH:18][CH:19]=[CH:20][C:13]=23)[CH:9]=[N:8]1)([CH3:6])[C:3]([NH2:23])=[O:4]. The yield is 0.260.